Dataset: Reaction yield outcomes from USPTO patents with 853,638 reactions. Task: Predict the reaction yield, written as a fraction of the theoretical maximum amount of product (1.0 means a 100% yield; for example, 0.34 means a 34% yield). The reactants are C[O:2][C:3]1[CH:17]=[C:16]([CH3:18])[CH:15]=[CH:14][C:4]=1[O:5][C:6]1[CH:13]=[CH:12][C:9]([CH:10]=[O:11])=[CH:8][CH:7]=1.B(Br)(Br)Br. The catalyst is C(Cl)Cl. The product is [OH:2][C:3]1[CH:17]=[C:16]([CH3:18])[CH:15]=[CH:14][C:4]=1[O:5][C:6]1[CH:13]=[CH:12][C:9]([CH:10]=[O:11])=[CH:8][CH:7]=1. The yield is 0.590.